Dataset: Full USPTO retrosynthesis dataset with 1.9M reactions from patents (1976-2016). Task: Predict the reactants needed to synthesize the given product. (1) Given the product [N:7]1[CH:8]=[CH:9][N:10]2[CH:15]=[CH:14][C:13]([CH2:16][NH:17][C:18](=[O:19])[C:20]3[CH:28]=[CH:27][C:23]([C:24]([N:5]4[CH2:4][CH2:3][CH2:2][CH:6]4[CH:32]([CH3:40])[CH3:33])=[O:25])=[CH:22][CH:21]=3)=[CH:12][C:11]=12, predict the reactants needed to synthesize it. The reactants are: C[CH:2]([CH3:6])[CH2:3][CH2:4][NH2:5].[N:7]1[CH:8]=[CH:9][N:10]2[CH:15]=[CH:14][C:13]([CH2:16][NH:17][C:18]([C:20]3[CH:28]=[CH:27][C:23]([C:24](O)=[O:25])=[CH:22][CH:21]=3)=[O:19])=[CH:12][C:11]=12.[N+]([C:32]1[CH:40]=CC(C(O)=O)=C[CH:33]=1)([O-])=O. (2) Given the product [C:24]([C:20]1[CH:19]=[C:18]([Cl:30])[C:17]([NH:16][C:7]2[C:8]3[CH:9]=[CH:10][NH:11][C:12](=[O:14])[C:13]=3[C:4]3[CH:3]=[C:2]([Br:1])[CH:32]=[CH:31][C:5]=3[N:6]=2)=[C:22]([Cl:23])[CH:21]=1)(=[O:25])[CH3:29], predict the reactants needed to synthesize it. The reactants are: [Br:1][C:2]1[CH:32]=[CH:31][C:5]2[N:6]=[C:7]([NH:16][C:17]3[C:22]([Cl:23])=[CH:21][C:20]([C:24]4([CH3:29])OCC[O:25]4)=[CH:19][C:18]=3[Cl:30])[C:8]3[C:13]([C:4]=2[CH:3]=1)=[C:12]([O:14]C)[N:11]=[CH:10][CH:9]=3.Cl.C([O-])(O)=O.[Na+]. (3) The reactants are: [CH2:1]([O:8][C:9]1[CH:18]=[C:17]2[C:12]([CH:13]=[CH:14][C:15](C(O)=O)=[CH:16]2)=[CH:11][CH:10]=1)[C:2]1[CH:7]=[CH:6][CH:5]=[CH:4][CH:3]=1.C([N:24]([CH2:27]C)CC)C.C1(P(N=[N+]=[N-])(C2C=CC=CC=2)=[O:36])C=CC=CC=1.[C:46]([C:50]1[CH:51]=[C:52]([CH:54]=[CH:55][CH:56]=1)[NH2:53])([CH3:49])([CH3:48])[CH3:47]. Given the product [CH2:1]([O:8][C:9]1[CH:18]=[C:17]2[C:12]([CH:13]=[CH:14][C:15]([NH:24][C:27]([NH:53][C:52]3[CH:54]=[CH:55][CH:56]=[C:50]([C:46]([CH3:49])([CH3:47])[CH3:48])[CH:51]=3)=[O:36])=[CH:16]2)=[CH:11][CH:10]=1)[C:2]1[CH:3]=[CH:4][CH:5]=[CH:6][CH:7]=1, predict the reactants needed to synthesize it. (4) Given the product [F:1][C:2]1[CH:7]=[C:6]([N+:8]([O-:10])=[O:9])[CH:5]=[CH:4][C:3]=1[CH2:11][C:12]([O:14][CH3:15])=[O:13], predict the reactants needed to synthesize it. The reactants are: [F:1][C:2]1[CH:7]=[C:6]([N+:8]([O-:10])=[O:9])[CH:5]=[CH:4][C:3]=1[CH:11](C(OC)=O)[C:12]([O:14][CH3:15])=[O:13].[Na+].[Cl-]. (5) Given the product [Br:13][C:10]1[C:6]2[CH:5]=[CH:4][C:3]([O:2][CH3:1])=[CH:12][C:7]=2[S:8][C:9]=1[CH3:11], predict the reactants needed to synthesize it. The reactants are: [CH3:1][O:2][C:3]1[CH:4]=[CH:5][C:6]2[CH:10]=[C:9]([CH3:11])[S:8][C:7]=2[CH:12]=1.[Br:13]Br. (6) Given the product [Br:1][C:2]1[CH:3]=[N:4][N:5]([C:7]2[CH:12]=[CH:11][N:10]=[CH:9][C:8]=2[N:21]2[CH2:22][CH2:23][CH:18]([C:16]([N:15]([CH3:24])[CH3:14])=[O:17])[CH2:19][CH2:20]2)[CH:6]=1, predict the reactants needed to synthesize it. The reactants are: [Br:1][C:2]1[CH:3]=[N:4][N:5]([C:7]2[CH:12]=[CH:11][N:10]=[CH:9][C:8]=2F)[CH:6]=1.[CH3:14][N:15]([CH3:24])[C:16]([CH:18]1[CH2:23][CH2:22][NH:21][CH2:20][CH2:19]1)=[O:17].C(=O)([O-])[O-].[K+].[K+].CN1C(=O)CCC1. (7) Given the product [Br:11][C:12]1[C:13]2[C:18](=[CH:17][C:16]([CH2:23][Br:3])=[CH:15][CH:14]=2)[CH:19]=[CH:20][C:21]=1[I:22], predict the reactants needed to synthesize it. The reactants are: P(Br)(Br)([Br:3])=O.CN(C=O)C.[Br:11][C:12]1[C:21]([I:22])=[CH:20][CH:19]=[C:18]2[C:13]=1[CH:14]=[CH:15][C:16]([CH2:23]O)=[CH:17]2.